This data is from Forward reaction prediction with 1.9M reactions from USPTO patents (1976-2016). The task is: Predict the product of the given reaction. (1) Given the reactants [C:1]([O:5][C:6]([NH:8][C@H:9]([C:11]([OH:13])=O)[CH3:10])=[O:7])([CH3:4])([CH3:3])[CH3:2].Cl.[CH3:15][NH:16][O:17][CH3:18], predict the reaction product. The product is: [C:1]([O:5][C:6](=[O:7])[NH:8][C@@H:9]([CH3:10])[C:11]([N:16]([O:17][CH3:18])[CH3:15])=[O:13])([CH3:2])([CH3:3])[CH3:4]. (2) Given the reactants ClC1C=CC(OCC2C=CC=CC=2)=C(CC(=[S:11])N)C=1.[Br:20][C:21]1[CH:22]=[CH:23][C:24]([O:30][CH2:31][C:32]2[CH:37]=[CH:36][CH:35]=[CH:34][CH:33]=2)=[C:25]([CH:29]=1)[C:26]([NH2:28])=O, predict the reaction product. The product is: [Br:20][C:21]1[CH:22]=[CH:23][C:24]([O:30][CH2:31][C:32]2[CH:37]=[CH:36][CH:35]=[CH:34][CH:33]=2)=[C:25]([C:26](=[S:11])[NH2:28])[CH:29]=1. (3) Given the reactants Cl[C:2]1[CH:7]=[C:6]([CH3:8])[N:5]=[C:4]([NH:9][C:10](=[NH:20])[NH:11][C:12]2[CH:17]=[CH:16][C:15]([Cl:18])=[C:14]([Cl:19])[CH:13]=2)[N:3]=1.[CH3:21][N:22]([CH3:27])[CH2:23][CH2:24][CH2:25][NH2:26], predict the reaction product. The product is: [Cl:19][C:14]1[CH:13]=[C:12]([NH:11][C:10](=[NH:20])[NH:9][C:4]2[N:3]=[C:2]([NH:26][CH2:25][CH2:24][CH2:23][N:22]([CH3:27])[CH3:21])[CH:7]=[C:6]([CH3:8])[N:5]=2)[CH:17]=[CH:16][C:15]=1[Cl:18]. (4) Given the reactants [N:1]([C:4](=[CH:10][C:11]1[C:12]2[N:13]([CH:17]=[C:18]([C:20]([F:23])([F:22])[F:21])[N:19]=2)[CH:14]=[CH:15][CH:16]=1)[C:5]([O:7][CH2:8][CH3:9])=[O:6])=[N+]=[N-].[K+].[Br-], predict the reaction product. The product is: [F:21][C:20]([F:23])([F:22])[C:18]1[CH2:17][N:13]2[CH:14]=[CH:15][C:16]3[C:11]([CH:10]=[C:4]([C:5]([O:7][CH2:8][CH3:9])=[O:6])[N:1]=3)=[C:12]2[N:19]=1.